Dataset: Peptide-MHC class II binding affinity with 134,281 pairs from IEDB. Task: Regression. Given a peptide amino acid sequence and an MHC pseudo amino acid sequence, predict their binding affinity value. This is MHC class II binding data. (1) The peptide sequence is VVDLSKMRAVWVDGK. The MHC is HLA-DQA10401-DQB10402 with pseudo-sequence HLA-DQA10401-DQB10402. The binding affinity (normalized) is 0.204. (2) The MHC is DRB1_0101 with pseudo-sequence DRB1_0101. The peptide sequence is RVVFVVLLLLVAPAYS. The binding affinity (normalized) is 0.398. (3) The MHC is DRB1_0101 with pseudo-sequence DRB1_0101. The binding affinity (normalized) is 0. The peptide sequence is VTVALPNVQFVDINRNNK. (4) The peptide sequence is GELVIVDKIDAAFKI. The MHC is DRB4_0101 with pseudo-sequence DRB4_0103. The binding affinity (normalized) is 0.692.